Dataset: Reaction yield outcomes from USPTO patents with 853,638 reactions. Task: Predict the reaction yield, written as a fraction of the theoretical maximum amount of product (1.0 means a 100% yield; for example, 0.34 means a 34% yield). (1) The catalyst is CCOC(C)=O. The reactants are [CH3:1][C:2]1[CH:7]=[CH:6][C:5]([NH:8][C:9]([NH2:11])=[S:10])=[CH:4][CH:3]=1.CC(O)=O.Br.CS(C)=O. The yield is 0.670. The product is [NH2:11][C:9]1[S:10][C:6]2[CH:7]=[C:2]([CH3:1])[CH:3]=[CH:4][C:5]=2[N:8]=1. (2) The product is [CH:10]1[C:18]2[C:17]3[CH:19]=[CH:20][CH:21]=[CH:22][C:16]=3[S:15][C:14]=2[C:13]([C:2]2[CH:3]=[C:4]([OH:9])[CH:5]=[C:6]([OH:7])[CH:8]=2)=[CH:12][CH:11]=1. The reactants are Br[C:2]1[CH:3]=[C:4]([OH:9])[CH:5]=[C:6]([CH:8]=1)[OH:7].[CH:10]1[C:18]2[C:17]3[CH:19]=[CH:20][CH:21]=[CH:22][C:16]=3[S:15][C:14]=2[C:13](B(O)O)=[CH:12][CH:11]=1.CC1C=CC=CC=1P(C1C=CC=CC=1C)C1C=CC=CC=1C.C(=O)([O-])[O-].[K+].[K+]. The yield is 0.360. The catalyst is CC([O-])=O.CC([O-])=O.[Pd+2].C(Cl)(Cl)Cl.O.C(OCC)(=O)C.C(O)C.C1(C)C=CC=CC=1. (3) The reactants are [N+:1]([C:4]1[CH:9]=[CH:8][C:7]([C:10]2[S:11][C:12]3[CH:18]=[C:17]([CH3:19])[CH:16]=[C:15]([O:20][S:21]([OH:24])(=[O:23])=[O:22])[C:13]=3[N:14]=2)=[CH:6][CH:5]=1)([O-])=O.O.O.Cl[Sn]Cl. The catalyst is C(O)C. The product is [NH2:1][C:4]1[CH:9]=[CH:8][C:7]([C:10]2[S:11][C:12]3[CH:18]=[C:17]([CH3:19])[CH:16]=[C:15]([O:20][S:21]([OH:24])(=[O:23])=[O:22])[C:13]=3[N:14]=2)=[CH:6][CH:5]=1. The yield is 0.650. (4) The reactants are C(=O)([O-])[O-].[K+].[K+].[F:7][C:8]1[CH:20]=[C:19]([OH:21])[C:18]([F:22])=[CH:17][C:9]=1[C:10]([NH:12][S:13]([CH3:16])(=[O:15])=[O:14])=[O:11].Br[C:24]1[CH:25]=[CH:26][C:27]([N+:30]([O-:32])=[O:31])=[N:28][CH:29]=1. The catalyst is CS(C)=O. The product is [F:7][C:8]1[CH:20]=[C:19]([O:21][C:24]2[CH:29]=[N:28][C:27]([N+:30]([O-:32])=[O:31])=[CH:26][CH:25]=2)[C:18]([F:22])=[CH:17][C:9]=1[C:10]([NH:12][S:13]([CH3:16])(=[O:14])=[O:15])=[O:11]. The yield is 0.600.